From a dataset of NCI-60 drug combinations with 297,098 pairs across 59 cell lines. Regression. Given two drug SMILES strings and cell line genomic features, predict the synergy score measuring deviation from expected non-interaction effect. (1) Cell line: K-562. Synergy scores: CSS=-5.01, Synergy_ZIP=-6.74, Synergy_Bliss=-18.4, Synergy_Loewe=-14.8, Synergy_HSA=-14.7. Drug 1: C1=CN(C=N1)CC(O)(P(=O)(O)O)P(=O)(O)O. Drug 2: CC(C)(C#N)C1=CC(=CC(=C1)CN2C=NC=N2)C(C)(C)C#N. (2) Drug 1: CNC(=O)C1=CC=CC=C1SC2=CC3=C(C=C2)C(=NN3)C=CC4=CC=CC=N4. Drug 2: C1=CC(=C2C(=C1NCCNCCO)C(=O)C3=C(C=CC(=C3C2=O)O)O)NCCNCCO. Cell line: SF-268. Synergy scores: CSS=49.7, Synergy_ZIP=5.93, Synergy_Bliss=3.96, Synergy_Loewe=-11.8, Synergy_HSA=3.71. (3) Drug 1: C1=CC(=C2C(=C1NCCNCCO)C(=O)C3=C(C=CC(=C3C2=O)O)O)NCCNCCO. Drug 2: CCC(=C(C1=CC=CC=C1)C2=CC=C(C=C2)OCCN(C)C)C3=CC=CC=C3.C(C(=O)O)C(CC(=O)O)(C(=O)O)O. Cell line: SF-295. Synergy scores: CSS=67.9, Synergy_ZIP=7.29, Synergy_Bliss=6.78, Synergy_Loewe=-28.5, Synergy_HSA=8.01. (4) Drug 1: C1=CC(=C2C(=C1NCCNCCO)C(=O)C3=C(C=CC(=C3C2=O)O)O)NCCNCCO. Drug 2: C1=CC(=CC=C1CCCC(=O)O)N(CCCl)CCCl. Cell line: HOP-62. Synergy scores: CSS=59.1, Synergy_ZIP=0.157, Synergy_Bliss=-0.208, Synergy_Loewe=-1.86, Synergy_HSA=2.75. (5) Drug 1: C1C(C(OC1N2C=C(C(=O)NC2=O)F)CO)O. Drug 2: CC1C(C(CC(O1)OC2CC(CC3=C2C(=C4C(=C3O)C(=O)C5=CC=CC=C5C4=O)O)(C(=O)C)O)N)O. Cell line: PC-3. Synergy scores: CSS=52.5, Synergy_ZIP=-7.35, Synergy_Bliss=-7.46, Synergy_Loewe=-0.972, Synergy_HSA=0.846. (6) Drug 1: CC(C1=C(C=CC(=C1Cl)F)Cl)OC2=C(N=CC(=C2)C3=CN(N=C3)C4CCNCC4)N. Drug 2: C(CN)CNCCSP(=O)(O)O. Cell line: NCI-H460. Synergy scores: CSS=14.2, Synergy_ZIP=9.65, Synergy_Bliss=14.0, Synergy_Loewe=3.74, Synergy_HSA=12.9. (7) Drug 1: C1CN(CCN1C(=O)CCBr)C(=O)CCBr. Drug 2: COC1=C2C(=CC3=C1OC=C3)C=CC(=O)O2. Cell line: RXF 393. Synergy scores: CSS=-0.748, Synergy_ZIP=-0.112, Synergy_Bliss=2.57, Synergy_Loewe=0.981, Synergy_HSA=-0.909.